Dataset: TCR-epitope binding with 47,182 pairs between 192 epitopes and 23,139 TCRs. Task: Binary Classification. Given a T-cell receptor sequence (or CDR3 region) and an epitope sequence, predict whether binding occurs between them. (1) The epitope is YLDAYNMMI. The TCR CDR3 sequence is CASSLGPPTGQYGYTF. Result: 1 (the TCR binds to the epitope). (2) The epitope is IVDTVSALV. The TCR CDR3 sequence is CASSQGRDSSYEQYF. Result: 0 (the TCR does not bind to the epitope). (3) The epitope is VTEHDTLLY. The TCR CDR3 sequence is CASSLNPRQGRDEQYF. Result: 1 (the TCR binds to the epitope).